Dataset: Reaction yield outcomes from USPTO patents with 853,638 reactions. Task: Predict the reaction yield, written as a fraction of the theoretical maximum amount of product (1.0 means a 100% yield; for example, 0.34 means a 34% yield). (1) The reactants are [N+:1]([C:4]1[CH:5]=[CH:6][C:7]([C:16]#[C:17][C:18]2[CH:23]=[CH:22][CH:21]=[CH:20][CH:19]=2)=[C:8]([NH:10]C(=O)CCC)[CH:9]=1)([O-:3])=[O:2].CC(C)([O-])C.[K+].O. The catalyst is CN1CCCC1=O. The product is [N+:1]([C:4]1[CH:9]=[C:8]2[C:7]([CH:16]=[C:17]([C:18]3[CH:23]=[CH:22][CH:21]=[CH:20][CH:19]=3)[NH:10]2)=[CH:6][CH:5]=1)([O-:3])=[O:2]. The yield is 0.390. (2) The product is [C:19]1([C:27]2[CH:28]=[CH:29][CH:30]=[CH:31][CH:32]=2)[CH:20]=[CH:21][C:22]([CH2:25][NH:26][C:16]([C@@H:4]2[CH2:3][C@@H:2]([OH:1])[CH2:6][N:5]2[C:7](=[O:15])[CH2:8][C:9]2[O:13][N:12]=[C:11]([CH3:14])[CH:10]=2)=[O:18])=[CH:23][CH:24]=1. The yield is 0.810. The reactants are [OH:1][C@H:2]1[CH2:6][N:5]([C:7](=[O:15])[CH2:8][C:9]2[O:13][N:12]=[C:11]([CH3:14])[CH:10]=2)[C@H:4]([C:16]([OH:18])=O)[CH2:3]1.[C:19]1([C:27]2[CH:32]=[CH:31][CH:30]=[CH:29][CH:28]=2)[CH:24]=[CH:23][C:22]([CH2:25][NH2:26])=[CH:21][CH:20]=1.CCN(C(C)C)C(C)C.CN(C(ON1N=NC2C=CC=NC1=2)=[N+](C)C)C.F[P-](F)(F)(F)(F)F. The catalyst is CN(C=O)C.